From a dataset of Full USPTO retrosynthesis dataset with 1.9M reactions from patents (1976-2016). Predict the reactants needed to synthesize the given product. (1) Given the product [CH2:1]([O:13][C:14]1[N:15]=[CH:16][S:17][C:18]=1[C:19]1[S:23][CH:22]=[N:21][C:20]=1[O:34][CH2:35][CH2:36][CH2:37][CH2:38][CH2:39][CH2:40][CH2:41][CH2:42][CH2:43][CH2:44][CH2:45][CH3:46])[CH2:2][CH2:3][CH2:4][CH2:5][CH2:6][CH2:7][CH2:8][CH2:9][CH2:10][CH2:11][CH3:12], predict the reactants needed to synthesize it. The reactants are: [CH2:1]([O:13][C:14]1[N:15]=[C:16]([Si](C(C)C)(C(C)C)C(C)C)[S:17][C:18]=1[C:19]1[S:23][C:22]([Si](C(C)C)(C(C)C)C(C)C)=[N:21][C:20]=1[O:34][CH2:35][CH2:36][CH2:37][CH2:38][CH2:39][CH2:40][CH2:41][CH2:42][CH2:43][CH2:44][CH2:45][CH3:46])[CH2:2][CH2:3][CH2:4][CH2:5][CH2:6][CH2:7][CH2:8][CH2:9][CH2:10][CH2:11][CH3:12].[F-].C([N+](CCCC)(CCCC)CCCC)CCC. (2) The reactants are: [O-]P([O-])([O-])=O.[K+].[K+].[K+].[CH3:9][C@@H:10]([NH2:17])[C:11]1[CH:16]=[CH:15][CH:14]=[CH:13][CH:12]=1.I[C:19]1[CH:24]=[CH:23][CH:22]=[CH:21][CH:20]=1.C(O)CO. Given the product [C:19]1([NH:17][C@H:10]([CH3:9])[C:11]2[CH:16]=[CH:15][CH:14]=[CH:13][CH:12]=2)[CH:24]=[CH:23][CH:22]=[CH:21][CH:20]=1, predict the reactants needed to synthesize it. (3) Given the product [C:1]([C:5]1[CH:15]=[C:14]([C:16]([CH3:18])([CH3:17])[CH3:19])[CH:13]=[C:7]([CH2:8][O:9][CH3:10])[C:6]=1[OH:20])([CH3:2])([CH3:3])[CH3:4], predict the reactants needed to synthesize it. The reactants are: [C:1]([C:5]1[C:6]([OH:20])=[C:7]([CH:13]=[C:14]([C:16]([CH3:19])([CH3:18])[CH3:17])[CH:15]=1)[CH2:8][O:9][C:10](=O)C)([CH3:4])([CH3:3])[CH3:2].CCCCCC. (4) Given the product [CH:1]1([C:4]2[CH:5]=[C:6]([CH3:32])[C:7]([N:10]3[CH2:11][CH2:12][N:13]([C:16]([C:18]4[CH:19]=[CH:20][C:21]([N:24]5[C@H:28]([CH2:29][O:30][CH2:34][CH2:35][O:36][CH3:37])[CH2:27][O:26][C:25]5=[O:31])=[CH:22][CH:23]=4)=[O:17])[CH2:14][CH2:15]3)=[N:8][CH:9]=2)[CH2:2][CH2:3]1, predict the reactants needed to synthesize it. The reactants are: [CH:1]1([C:4]2[CH:5]=[C:6]([CH3:32])[C:7]([N:10]3[CH2:15][CH2:14][N:13]([C:16]([C:18]4[CH:23]=[CH:22][C:21]([N:24]5[C@H:28]([CH2:29][OH:30])[CH2:27][O:26][C:25]5=[O:31])=[CH:20][CH:19]=4)=[O:17])[CH2:12][CH2:11]3)=[N:8][CH:9]=2)[CH2:3][CH2:2]1.Br[CH2:34][CH2:35][O:36][CH3:37]. (5) Given the product [Fe:28]([Cl:30])[Cl:29].[CH3:8][C:4]1[CH:5]=[CH:6][CH:7]=[C:2]([CH3:1])[C:3]=1[N:9]=[C:10]([C:12]1[CH:17]=[CH:16][CH:15]=[C:14]([C:18](=[N:20][C:21]2[CH:26]=[CH:25][CH:24]=[CH:23][C:22]=2[CH3:27])[CH3:19])[N:13]=1)[CH3:11], predict the reactants needed to synthesize it. The reactants are: [CH3:1][C:2]1[CH:7]=[CH:6][CH:5]=[C:4]([CH3:8])[C:3]=1[N:9]=[C:10]([C:12]1[CH:17]=[CH:16][CH:15]=[C:14]([C:18](=[N:20][C:21]2[CH:26]=[CH:25][CH:24]=[CH:23][C:22]=2[CH3:27])[CH3:19])[N:13]=1)[CH3:11].[Fe:28]([Cl:30])[Cl:29]. (6) Given the product [CH2:22]([O:29]/[N:30]=[CH:1]/[C:3]1[CH:8]=[CH:7][C:6]([NH:9][C:10]([N:12]2[CH2:20][C:19]3[C:14](=[CH:15][CH:16]=[CH:17][CH:18]=3)[CH2:13]2)=[O:11])=[CH:5][CH:4]=1)[C:23]1[CH:28]=[CH:27][CH:26]=[CH:25][CH:24]=1, predict the reactants needed to synthesize it. The reactants are: [CH:1]([C:3]1[CH:8]=[CH:7][C:6]([NH:9][C:10]([N:12]2[CH2:20][C:19]3[C:14](=[CH:15][CH:16]=[CH:17][CH:18]=3)[CH2:13]2)=[O:11])=[CH:5][CH:4]=1)=O.Cl.[CH2:22]([O:29][NH2:30])[C:23]1[CH:28]=[CH:27][CH:26]=[CH:25][CH:24]=1.C([O-])(=O)C.[Na+]. (7) Given the product [Br:2][C:3]1[C:7]2[N:8]=[CH:9][N:10]=[C:11]([NH:12][N:13]=[CH:20][C:16]3[CH:15]=[N:14][CH:19]=[CH:18][CH:17]=3)[C:6]=2[S:5][CH:4]=1, predict the reactants needed to synthesize it. The reactants are: Cl.[Br:2][C:3]1[C:7]2[N:8]=[CH:9][N:10]=[C:11]([NH:12][NH2:13])[C:6]=2[S:5][CH:4]=1.[N:14]1[CH:19]=[CH:18][CH:17]=[C:16]([CH:20]=O)[CH:15]=1.